The task is: Binary Classification. Given a T-cell receptor sequence (or CDR3 region) and an epitope sequence, predict whether binding occurs between them.. This data is from TCR-epitope binding with 47,182 pairs between 192 epitopes and 23,139 TCRs. (1) The epitope is YFPLQSYGF. The TCR CDR3 sequence is CASSLVIGHFQETQYF. Result: 1 (the TCR binds to the epitope). (2) The epitope is GTSGSPIVNR. The TCR CDR3 sequence is CASNPGSYEQYF. Result: 1 (the TCR binds to the epitope). (3) The epitope is NEGVKAAW. The TCR CDR3 sequence is CATSDIRDPEAEQFF. Result: 0 (the TCR does not bind to the epitope). (4) The epitope is NQKLIANQF. The TCR CDR3 sequence is CASSLAGGPWDTEAFF. Result: 1 (the TCR binds to the epitope). (5) The TCR CDR3 sequence is CASSPLRQTHTEAFF. Result: 0 (the TCR does not bind to the epitope). The epitope is RAKFKQLL. (6) The epitope is GLIYNRMGAVTTEV. The TCR CDR3 sequence is CASSEAGASGYTF. Result: 1 (the TCR binds to the epitope). (7) The epitope is TLVPQEHYV. The TCR CDR3 sequence is CASRPGQGNNEQFF. Result: 0 (the TCR does not bind to the epitope). (8) The epitope is FSKQLQQSM. The TCR CDR3 sequence is CASSPTSGQGVNEQFF. Result: 0 (the TCR does not bind to the epitope). (9) The epitope is HTTDPSFLGRY. The TCR CDR3 sequence is CASSLPSGNEQYF. Result: 1 (the TCR binds to the epitope).